This data is from Forward reaction prediction with 1.9M reactions from USPTO patents (1976-2016). The task is: Predict the product of the given reaction. The product is: [NH2:29][C:26]1[N:27]=[CH:28][C:23]([CH2:2][C:3]2[CH:20]=[CH:19][C:6]3[CH2:7][CH2:8][N:9]([C:12]([O:14][C:15]([CH3:18])([CH3:17])[CH3:16])=[O:13])[CH2:10][CH2:11][C:5]=3[CH:4]=2)=[N:24][CH:25]=1. Given the reactants Br[CH2:2][C:3]1[CH:20]=[CH:19][C:6]2[CH2:7][CH2:8][N:9]([C:12]([O:14][C:15]([CH3:18])([CH3:17])[CH3:16])=[O:13])[CH2:10][CH2:11][C:5]=2[CH:4]=1.C[Sn](C)(C)[C:23]1[N:24]=[CH:25][C:26]([NH2:29])=[N:27][CH:28]=1, predict the reaction product.